Dataset: Peptide-MHC class I binding affinity with 185,985 pairs from IEDB/IMGT. Task: Regression. Given a peptide amino acid sequence and an MHC pseudo amino acid sequence, predict their binding affinity value. This is MHC class I binding data. (1) The peptide sequence is NHEDGPTAKKL. The MHC is Mamu-B1001 with pseudo-sequence Mamu-B1001. The binding affinity (normalized) is 0.596. (2) The peptide sequence is SLVWAPLILAYF. The MHC is HLA-A02:01 with pseudo-sequence HLA-A02:01. The binding affinity (normalized) is 0.0804. (3) The peptide sequence is RVLFSIFYK. The MHC is HLA-A68:01 with pseudo-sequence HLA-A68:01. The binding affinity (normalized) is 0.557. (4) The peptide sequence is TPGPGTRYPL. The MHC is HLA-A02:02 with pseudo-sequence HLA-A02:02. The binding affinity (normalized) is 0. (5) The peptide sequence is ALIYFLQCI. The MHC is HLA-A02:03 with pseudo-sequence HLA-A02:03. The binding affinity (normalized) is 0.872. (6) The peptide sequence is AMAAAAAPY. The MHC is HLA-B35:01 with pseudo-sequence HLA-B35:01. The binding affinity (normalized) is 0.797.